From a dataset of Forward reaction prediction with 1.9M reactions from USPTO patents (1976-2016). Predict the product of the given reaction. Given the reactants [N+](C1C=CC(C2[S:14]C(CCC(OC)=O)=NC=2)=CC=1)([O-])=O.[CH3:21][C:22]([CH3:44])([CH2:27][CH2:28][C:29]([NH:31][CH2:32][C:33]([C:35]1[CH:40]=[CH:39][C:38]([N+:41]([O-:43])=[O:42])=[CH:37][CH:36]=1)=O)=O)[C:23]([O:25][CH3:26])=[O:24].COC1C=CC(P2(SP(C3C=CC(OC)=CC=3)(=S)S2)=S)=CC=1, predict the reaction product. The product is: [CH3:21][C:22]([CH3:44])([CH2:27][CH2:28][C:29]1[S:14][C:33]([C:35]2[CH:40]=[CH:39][C:38]([N+:41]([O-:43])=[O:42])=[CH:37][CH:36]=2)=[CH:32][N:31]=1)[C:23]([O:25][CH3:26])=[O:24].